Dataset: Catalyst prediction with 721,799 reactions and 888 catalyst types from USPTO. Task: Predict which catalyst facilitates the given reaction. (1) Reactant: CC1NC(C)=C([CH:7]([C:9]2[CH:10]=[CH:11][CH:12]=[C:13]3[C:18]=2[N:17]=[CH:16][CH:15]=[CH:14]3)C)N=1.[As](=O)(O)(O)[OH:21].OCC([CH2:29][OH:30])O. Product: [CH3:7][C:9]1[C:10]([C:29]([OH:30])=[O:21])=[CH:11][CH:12]=[C:13]2[C:18]=1[N:17]=[CH:16][CH:15]=[CH:14]2. The catalyst class is: 445. (2) Reactant: [NH2:1][C:2]1[S:3][CH:4]=[N:5][N:6]=1.[CH2:7]([C:13]1[CH:18]=[CH:17][C:16]([S:19](Cl)(=[O:21])=[O:20])=[CH:15][CH:14]=1)[CH2:8][CH2:9][CH2:10][CH2:11][CH3:12].O. Product: [CH2:7]([C:13]1[CH:14]=[CH:15][C:16]([S:19]([NH:1][C:2]2[S:3][CH:4]=[N:5][N:6]=2)(=[O:21])=[O:20])=[CH:17][CH:18]=1)[CH2:8][CH2:9][CH2:10][CH2:11][CH3:12]. The catalyst class is: 17. (3) Reactant: [Cl:1][C:2]1[C:3]([CH3:16])=[CH:4][C:5]([F:15])=[C:6]([CH:14]=1)[C:7]([NH:9][S:10]([CH3:13])(=[O:12])=[O:11])=[O:8].[Br:17]N1C(=O)CCC1=O.N(C(C)(C)C#N)=NC(C)(C)C#N. The catalyst class is: 26. Product: [Br:17][CH2:16][C:3]1[C:2]([Cl:1])=[CH:14][C:6]([C:7]([NH:9][S:10]([CH3:13])(=[O:12])=[O:11])=[O:8])=[C:5]([F:15])[CH:4]=1. (4) Reactant: [N+:1]([C:4]1[CH:18]=[CH:17][C:7]([O:8][CH2:9][CH2:10][N:11]2[CH2:16][CH2:15][O:14][CH2:13][CH2:12]2)=[CH:6][CH:5]=1)([O-])=O.C(O)C. Product: [N:11]1([CH2:10][CH2:9][O:8][C:7]2[CH:17]=[CH:18][C:4]([NH2:1])=[CH:5][CH:6]=2)[CH2:16][CH2:15][O:14][CH2:13][CH2:12]1. The catalyst class is: 45. (5) Reactant: CC1C=CC(S(OCC2CC3C=CC=C(C(C)C)C=3O2)(=O)=O)=CC=1.[N-]=[N+]=[N-].[Na+].[CH:29]([C:32]1[C:40]2[O:39][CH:38]([CH2:41][N:42]=[N+]=[N-])[CH2:37][C:36]=2[CH:35]=[CH:34][CH:33]=1)([CH3:31])[CH3:30].[N-]=[N+]=[N-]. Product: [CH:29]([C:32]1[C:40]2[O:39][CH:38]([CH2:41][NH2:42])[CH2:37][C:36]=2[CH:35]=[CH:34][CH:33]=1)([CH3:31])[CH3:30]. The catalyst class is: 45.